Dataset: Catalyst prediction with 721,799 reactions and 888 catalyst types from USPTO. Task: Predict which catalyst facilitates the given reaction. (1) Reactant: [N+:1]([C:4]1[CH:5]=[C:6]([NH2:10])[CH:7]=[CH:8][CH:9]=1)([O-:3])=[O:2].[H-].[Na+].[CH3:13][O:14][C:15](=[O:31])[CH:16]([C:21]1[CH:26]=[C:25](F)[CH:24]=[CH:23][C:22]=1[N+:28]([O-:30])=[O:29])[C:17]([O:19][CH3:20])=[O:18].[NH4+].[Cl-]. Product: [CH3:13][O:14][C:15](=[O:31])[CH:16]([C:21]1[CH:26]=[C:25]([NH:10][C:6]2[CH:7]=[CH:8][CH:9]=[C:4]([N+:1]([O-:3])=[O:2])[CH:5]=2)[CH:24]=[CH:23][C:22]=1[N+:28]([O-:30])=[O:29])[C:17]([O:19][CH3:20])=[O:18]. The catalyst class is: 16. (2) Reactant: [F:1][C:2]1[CH:11]=[C:10]2[C:5]([C:6]([N:12]3[CH2:17][CH2:16][NH:15][CH2:14][CH2:13]3)=[CH:7][CH:8]=[N:9]2)=[CH:4][CH:3]=1.[F:18][C:19]1[CH:24]=[CH:23][C:22]([N:25]=[C:26]=[O:27])=[CH:21][CH:20]=1.CCCCCC.CCOC(C)=O. Product: [F:1][C:2]1[CH:11]=[C:10]2[C:5]([C:6]([N:12]3[CH2:17][CH2:16][N:15]([C:26]([NH:25][C:22]4[CH:23]=[CH:24][C:19]([F:18])=[CH:20][CH:21]=4)=[O:27])[CH2:14][CH2:13]3)=[CH:7][CH:8]=[N:9]2)=[CH:4][CH:3]=1. The catalyst class is: 1. (3) Reactant: [C:1]([C:5]1[N:9]2[CH:10]=[C:11](/[CH:14]=[C:15]3/[C:16](=[O:21])[NH:17][C:18](=[O:20])[S:19]/3)[CH:12]=[CH:13][C:8]2=[N:7][CH:6]=1)(=[O:4])[CH2:2][CH3:3].[OH-].[Na+].[BH4-].[Na+].Cl. Product: [OH:4][CH:1]([C:5]1[N:9]2[CH:10]=[C:11](/[CH:14]=[C:15]3/[C:16](=[O:21])[NH:17][C:18](=[O:20])[S:19]/3)[CH:12]=[CH:13][C:8]2=[N:7][CH:6]=1)[CH2:2][CH3:3].[OH:4][CH:1]([C:5]1[N:9]2[CH:10]=[C:11]([CH:14]=[C:15]3[S:19][C:18](=[O:20])[NH:17][C:16]3=[O:21])[CH:12]=[CH:13][C:8]2=[N:7][CH:6]=1)[CH2:2][CH3:3]. The catalyst class is: 24. (4) Reactant: [C:1]1([C:11]([OH:13])=[O:12])[C:10]2[C:5](=[CH:6][CH:7]=[CH:8][CH:9]=2)[CH:4]=[CH:3][CH:2]=1.[H][H]. Product: [C:1]1([C:11]([OH:13])=[O:12])[C:10]2[CH2:9][CH2:8][CH2:7][CH2:6][C:5]=2[CH:4]=[CH:3][CH:2]=1. The catalyst class is: 331. (5) Reactant: [CH2:1]([N:8]1[C:13](=[O:14])[C:12]2[C:15]([CH3:18])=[N:16][S:17][C:11]=2[N:10]=[C:9]1[CH:19]([NH:22][CH2:23][CH2:24][CH2:25][N:26]([CH3:28])[CH3:27])[CH2:20][CH3:21])[C:2]1[CH:7]=[CH:6][CH:5]=[CH:4][CH:3]=1.C(=O)([O-])[O-].[K+].[K+].[C:35]1([CH3:44])[CH:40]=[CH:39][C:38]([C:41](Cl)=[O:42])=[CH:37][CH:36]=1. Product: [CH2:1]([N:8]1[C:13](=[O:14])[C:12]2[C:15]([CH3:18])=[N:16][S:17][C:11]=2[N:10]=[C:9]1[CH:19]([N:22]([CH2:23][CH2:24][CH2:25][N:26]([CH3:27])[CH3:28])[C:41](=[O:42])[C:38]1[CH:39]=[CH:40][C:35]([CH3:44])=[CH:36][CH:37]=1)[CH2:20][CH3:21])[C:2]1[CH:7]=[CH:6][CH:5]=[CH:4][CH:3]=1. The catalyst class is: 4. (6) Reactant: C(OC([N:8]1[CH2:13][CH2:12][O:11][CH2:10][CH:9]1[C:14]1[O:18][N:17]=[C:16]([C:19]2[CH:24]=[CH:23][CH:22]=[C:21]([Cl:25])[CH:20]=2)[N:15]=1)=O)(C)(C)C.FC(F)(F)C(O)=O.C(=O)(O)[O-].[Na+]. Product: [Cl:25][C:21]1[CH:20]=[C:19]([C:16]2[N:15]=[C:14]([CH:9]3[CH2:10][O:11][CH2:12][CH2:13][NH:8]3)[O:18][N:17]=2)[CH:24]=[CH:23][CH:22]=1. The catalyst class is: 4.